Dataset: Reaction yield outcomes from USPTO patents with 853,638 reactions. Task: Predict the reaction yield, written as a fraction of the theoretical maximum amount of product (1.0 means a 100% yield; for example, 0.34 means a 34% yield). (1) The reactants are COC1C=C(OC)C=CC=1C[N:6]([C:35]1[S:39][N:38]=[CH:37][N:36]=1)[S:7]([C:10]1[N:15]=[C:14]2[NH:16][CH:17]=[C:18]([C:19]3[CH:24]=[CH:23][C:22]([C:25]([F:28])([F:27])[F:26])=[CH:21][C:20]=3[C:29]3[N:33]([CH3:34])[N:32]=[CH:31][CH:30]=3)[C:13]2=[CH:12][CH:11]=1)(=[O:9])=[O:8].C(Cl)Cl.C(O)(C(F)(F)F)=O. The catalyst is CO. The product is [CH3:34][N:33]1[C:29]([C:20]2[CH:21]=[C:22]([C:25]([F:28])([F:27])[F:26])[CH:23]=[CH:24][C:19]=2[C:18]2[C:13]3[C:14](=[N:15][C:10]([S:7]([NH:6][C:35]4[S:39][N:38]=[CH:37][N:36]=4)(=[O:8])=[O:9])=[CH:11][CH:12]=3)[NH:16][CH:17]=2)=[CH:30][CH:31]=[N:32]1. The yield is 0.503. (2) The reactants are Cl.[Cl:2][C:3]1[CH:4]=[CH:5][C:6]2[N:15]3[C:11](=[N:12][N:13]=[C:14]3[C@H:16]3[CH2:21][CH2:20][C@H:19]([O:22][C:23]4[CH:28]=[CH:27][CH:26]=[CH:25][CH:24]=4)[CH2:18][CH2:17]3)[CH2:10][NH:9][CH2:8][C:7]=2[CH:29]=1.C(N(CC)CC)C.[C:37](Cl)(=[O:39])[CH3:38]. The catalyst is ClCCl. The product is [Cl:2][C:3]1[CH:4]=[CH:5][C:6]2[N:15]3[C:11](=[N:12][N:13]=[C:14]3[C@H:16]3[CH2:17][CH2:18][C@H:19]([O:22][C:23]4[CH:24]=[CH:25][CH:26]=[CH:27][CH:28]=4)[CH2:20][CH2:21]3)[CH2:10][N:9]([C:37](=[O:39])[CH3:38])[CH2:8][C:7]=2[CH:29]=1. The yield is 0.540. (3) The reactants are [H-].[Na+].[C:3]1([C:9]2[NH:10][CH:11]=[CH:12][N:13]=2)[CH:8]=[CH:7][CH:6]=[CH:5][CH:4]=1.[CH2:14]([NH:18][C:19]1[CH:24]=[C:23](F)[CH:22]=[CH:21][C:20]=1[N+:26]([O-:28])=[O:27])[CH:15]([CH3:17])[CH3:16]. The catalyst is CN(C)C=O.C(OCC)(=O)C. The product is [CH2:14]([NH:18][C:19]1[CH:24]=[C:23]([N:13]2[CH:12]=[CH:11][N:10]=[C:9]2[C:3]2[CH:4]=[CH:5][CH:6]=[CH:7][CH:8]=2)[CH:22]=[CH:21][C:20]=1[N+:26]([O-:28])=[O:27])[CH:15]([CH3:17])[CH3:16]. The yield is 0.570. (4) The reactants are Br[C:2]1[CH:3]=[C:4]2[C:12](=[CH:13][CH:14]=1)[N:11]([C:15]1[CH:20]=[CH:19][CH:18]=[CH:17][CH:16]=1)[C:10]1[CH:9]=[C:8]3[C:21]([CH3:29])([CH3:28])[C:22]4[C:27]([C:7]3=[CH:6][C:5]2=1)=[CH:26][CH:25]=[CH:24][CH:23]=4.[Li]CCCC.[B:35](OC)([O:38]C)[O:36]C. The catalyst is C1COCC1. The product is [B:35]([C:2]1[CH:3]=[C:4]2[C:12](=[CH:13][CH:14]=1)[N:11]([C:15]1[CH:20]=[CH:19][CH:18]=[CH:17][CH:16]=1)[C:10]1[CH:9]=[C:8]3[C:21]([CH3:29])([CH3:28])[C:22]4[C:27]([C:7]3=[CH:6][C:5]2=1)=[CH:26][CH:25]=[CH:24][CH:23]=4)([OH:38])[OH:36]. The yield is 0.820. (5) The reactants are [Br:1][C:2]1[CH:3]=[C:4]([CH:7]=[C:8]([NH:13][CH2:14][C:15]2([CH3:35])[CH2:34][CH2:33][CH2:32][C:17]3([O:21][C:20](=[O:22])[N:19]([C:23]4[CH:28]=[CH:27][CH:26]=[C:25]([O:29][CH2:30][CH3:31])[CH:24]=4)[CH2:18]3)[CH2:16]2)[C:9]=1[N+:10]([O-])=O)[C:5]#[N:6].[CH:36](O)=O.C(OC)(OC)OC. The catalyst is CO.C(Cl)Cl.[Fe]. The product is [Br:1][C:2]1[C:9]2[N:10]=[CH:36][N:13]([CH2:14][C:15]3([CH3:35])[CH2:34][CH2:33][CH2:32][C:17]4([O:21][C:20](=[O:22])[N:19]([C:23]5[CH:28]=[CH:27][CH:26]=[C:25]([O:29][CH2:30][CH3:31])[CH:24]=5)[CH2:18]4)[CH2:16]3)[C:8]=2[CH:7]=[C:4]([C:5]#[N:6])[CH:3]=1. The yield is 0.450. (6) The reactants are I[CH2:2][C@@H:3]([CH3:17])[CH2:4][N:5]1[C:10]2[CH:11]=[C:12]([CH3:15])[CH:13]=[CH:14][C:9]=2[O:8][CH2:7][C:6]1=[O:16].CCN(CC)CC.[CH2:25]([CH:29]1[CH2:35][CH:34]2[NH:36][CH:31]([CH2:32][CH2:33]2)[CH2:30]1)[CH2:26][CH2:27][CH3:28]. The catalyst is C(Cl)Cl.CC(O)C. The product is [CH2:25]([CH:29]1[CH2:30][CH:31]2[N:36]([CH2:2][C@@H:3]([CH3:17])[CH2:4][N:5]3[C:10]4[CH:11]=[C:12]([CH3:15])[CH:13]=[CH:14][C:9]=4[O:8][CH2:7][C:6]3=[O:16])[CH:34]([CH2:33][CH2:32]2)[CH2:35]1)[CH2:26][CH2:27][CH3:28]. The yield is 0.620.